This data is from Experimentally validated miRNA-target interactions with 360,000+ pairs, plus equal number of negative samples. The task is: Binary Classification. Given a miRNA mature sequence and a target amino acid sequence, predict their likelihood of interaction. The miRNA is mmu-miR-151-5p with sequence UCGAGGAGCUCACAGUCUAGU. The protein sequence of the target gene is MELSGEYVGCDGEPQRLRVSCEASGDADPLQSLSAGVVRMKELVAEFFGTLVEQDAQGLAEDPDDALDGDDEDDAEDENNSGRTNSDGPSAKRPKPAS. Result: 1 (interaction).